This data is from HIV replication inhibition screening data with 41,000+ compounds from the AIDS Antiviral Screen. The task is: Binary Classification. Given a drug SMILES string, predict its activity (active/inactive) in a high-throughput screening assay against a specified biological target. (1) The compound is COC=C1CCC2c3c(c4ccccc4n3C)CC1N2Cc1ccccc1. The result is 0 (inactive). (2) The compound is CC1CNC(NS(=O)(=O)c2cc(C(=O)Nc3ccccc3)c(Cl)cc2S)=NN1. The result is 0 (inactive). (3) The molecule is CCOC(=O)C1S(=O)(=O)OCCOS1(=O)=O. The result is 0 (inactive). (4) The molecule is NS(=O)(=O)c1nn2c(Br)c(-c3ccccc3)nc2s1. The result is 0 (inactive).